From a dataset of Forward reaction prediction with 1.9M reactions from USPTO patents (1976-2016). Predict the product of the given reaction. (1) Given the reactants [CH3:1][O:2][C:3]([C:5]1[S:6][C:7]([S:21][CH3:22])=[C:8]([S:10]([C:13]2[CH:14]=[N:15][C:16](Cl)=[C:17]([Br:19])[CH:18]=2)(=[O:12])=[O:11])[CH:9]=1)=[O:4].[NH2:23][CH2:24][C:25]1[CH:26]=[N:27][C:28]([C:31]([F:34])([F:33])[F:32])=[CH:29][CH:30]=1.C(N(C(C)C)CC)(C)C.C1COCC1, predict the reaction product. The product is: [CH3:1][O:2][C:3]([C:5]1[S:6][C:7]([S:21][CH3:22])=[C:8]([S:10]([C:13]2[CH:14]=[N:15][C:16]([NH:23][CH2:24][C:25]3[CH:26]=[N:27][C:28]([C:31]([F:34])([F:32])[F:33])=[CH:29][CH:30]=3)=[C:17]([Br:19])[CH:18]=2)(=[O:12])=[O:11])[CH:9]=1)=[O:4]. (2) Given the reactants C([N:14]1[CH2:17][CH:16]([S:18]([C:20]2[CH:25]=[CH:24][C:23]([Cl:26])=[CH:22][CH:21]=2)=[O:19])[CH2:15]1)(C1C=CC=CC=1)C1C=CC=CC=1.ClC(OC(Cl)=O)C, predict the reaction product. The product is: [Cl:26][C:23]1[CH:22]=[CH:21][C:20]([S:18]([CH:16]2[CH2:17][NH:14][CH2:15]2)=[O:19])=[CH:25][CH:24]=1. (3) Given the reactants [Si:1]([O:8][CH2:9][C:10]1[N:11]([CH3:22])[C:12]2[C:17]([CH:18]=1)=[CH:16][C:15]([CH:19]=[O:20])=[C:14](Cl)[CH:13]=2)([C:4]([CH3:7])([CH3:6])[CH3:5])([CH3:3])[CH3:2].[C:23](=[O:30])([O:25][C:26]([CH3:29])([CH3:28])[CH3:27])[NH2:24].C([O-])([O-])=O.[Cs+].[Cs+], predict the reaction product. The product is: [Si:1]([O:8][CH2:9][C:10]1[N:11]([CH3:22])[C:12]2[C:17]([CH:18]=1)=[CH:16][C:15]([CH:19]=[O:20])=[C:14]([NH:24][C:23](=[O:30])[O:25][C:26]([CH3:29])([CH3:28])[CH3:27])[CH:13]=2)([C:4]([CH3:7])([CH3:6])[CH3:5])([CH3:3])[CH3:2]. (4) Given the reactants Br[C:2]1[CH:3]=[CH:4][C:5]2[NH:11][C:10](=[O:12])[CH2:9][O:8][C:7]([CH3:14])([CH3:13])[C:6]=2[CH:15]=1.[F:16][C:17]1[CH:22]=[CH:21][CH:20]=[CH:19][C:18]=1B(O)O, predict the reaction product. The product is: [CH3:13][C:7]1([CH3:14])[O:8][CH2:9][C:10](=[O:12])[NH:11][C:5]2[CH:4]=[CH:3][C:2]([C:18]3[C:17]([F:16])=[CH:22][CH:21]=[CH:20][CH:19]=3)=[CH:15][C:6]1=2.